From a dataset of Reaction yield outcomes from USPTO patents with 853,638 reactions. Predict the reaction yield, written as a fraction of the theoretical maximum amount of product (1.0 means a 100% yield; for example, 0.34 means a 34% yield). The product is [F:1][C:2]1[CH:3]=[CH:4][C:5]([CH:8]2[C:9]3[O:13][C:17](=[O:18])[NH:16][C:14](=[O:15])[C:10]=3[CH2:11][CH2:12]2)=[CH:6][CH:7]=1. The reactants are [F:1][C:2]1[CH:7]=[CH:6][C:5]([CH:8]2[CH2:12][CH2:11][CH2:10][C:9]2=[O:13])=[CH:4][CH:3]=1.[C:14](Cl)([N:16]=[C:17]=[O:18])=[O:15]. The catalyst is C(OCC)(=O)C. The yield is 0.525.